The task is: Predict the reactants needed to synthesize the given product.. This data is from Full USPTO retrosynthesis dataset with 1.9M reactions from patents (1976-2016). Given the product [Br:1][C:22]1[C:21]([C:23]2[CH:27]=[CH:26][O:25][CH:24]=2)=[N:20][N:14]2[C:15]([Si:16]([CH3:19])([CH3:18])[CH3:17])=[C:10]([Cl:9])[CH:11]=[CH:12][C:13]=12, predict the reactants needed to synthesize it. The reactants are: [Br:1]N1C(=O)CCC1=O.[Cl:9][C:10]1[CH:11]=[CH:12][C:13]2[N:14]([N:20]=[C:21]([C:23]3[CH:27]=[CH:26][O:25][CH:24]=3)[CH:22]=2)[C:15]=1[Si:16]([CH3:19])([CH3:18])[CH3:17].C(=O)(O)[O-].[Na+].